This data is from Reaction yield outcomes from USPTO patents with 853,638 reactions. The task is: Predict the reaction yield, written as a fraction of the theoretical maximum amount of product (1.0 means a 100% yield; for example, 0.34 means a 34% yield). The reactants are [CH3:1][C:2]1[O:3][CH:4]=[CH:5][CH:6]=1.[CH2:7]([Li])CCC.CCCCCC.B(OC)(OC)OC.C(=O)([O-])[O-].[Na+].[Na+].BrC1[CH2:33][C:34]2[C:39]([CH:40]=1)=[C:38]([C:41]1[CH:46]=[CH:45][C:44]([C:47]([CH3:50])([CH3:49])[CH3:48])=[CH:43][CH:42]=1)[C:37]([CH3:51])=[C:36]([CH3:52])[CH:35]=2. The catalyst is [Pd].C1(P(C2C=CC=CC=2)C2C=CC=CC=2)C=CC=CC=1.C1(P(C2C=CC=CC=2)C2C=CC=CC=2)C=CC=CC=1.C1(P(C2C=CC=CC=2)C2C=CC=CC=2)C=CC=CC=1.C1(P(C2C=CC=CC=2)C2C=CC=CC=2)C=CC=CC=1.O.COCCOC. The product is [CH3:7][C:4]1[O:3][C:2]([C:1]2[CH2:52][C:36]3[C:37]([CH:51]=2)=[C:38]([C:41]2[CH:42]=[CH:43][C:44]([C:47]([CH3:49])([CH3:48])[CH3:50])=[CH:45][CH:46]=2)[C:39]([CH3:40])=[C:34]([CH3:33])[CH:35]=3)=[CH:6][CH:5]=1. The yield is 0.490.